Dataset: Forward reaction prediction with 1.9M reactions from USPTO patents (1976-2016). Task: Predict the product of the given reaction. Given the reactants C(O[C:9]([N:11]([CH2:13][C:14]1[CH:19]=[C:18]([N+:20]([O-])=O)[CH:17]=[CH:16][C:15]=1[C@@H:23]([CH2:28][CH3:29])[C:24]([O:26][CH3:27])=[O:25])C)=O)C1C=CC=CC=1, predict the reaction product. The product is: [NH2:20][C:18]1[CH:17]=[CH:16][C:15]([C@@H:23]([CH2:28][CH3:29])[C:24]([O:26][CH3:27])=[O:25])=[C:14]([CH2:13][NH:11][CH3:9])[CH:19]=1.